This data is from Catalyst prediction with 721,799 reactions and 888 catalyst types from USPTO. The task is: Predict which catalyst facilitates the given reaction. (1) Reactant: I[C:2]1[N:6]2[N:7]=[C:8]([C:11]3[CH:16]=[CH:15][C:14]([C:17]([N:19]4[CH2:24][CH2:23][O:22][CH2:21][CH2:20]4)=[O:18])=[C:13]([O:25][CH3:26])[CH:12]=3)[CH:9]=[CH:10][C:5]2=[N:4][CH:3]=1.[C:27]([C:29]1[CH:34]=[CH:33][C:32](B(O)O)=[CH:31][CH:30]=1)#[N:28].[O-]P([O-])([O-])=O.[K+].[K+].[K+]. Product: [CH3:26][O:25][C:13]1[CH:12]=[C:11]([C:8]2[CH:9]=[CH:10][C:5]3[N:6]([C:2]([C:32]4[CH:33]=[CH:34][C:29]([C:27]#[N:28])=[CH:30][CH:31]=4)=[CH:3][N:4]=3)[N:7]=2)[CH:16]=[CH:15][C:14]=1[C:17]([N:19]1[CH2:24][CH2:23][O:22][CH2:21][CH2:20]1)=[O:18]. The catalyst class is: 70. (2) Reactant: [CH3:1][C:2]1[CH:36]=[C:5]2[N:6]=[CH:7][C:8]3[CH:13]=[C:12]([C:14]4[CH:19]=[CH:18][CH:17]=[CH:16][CH:15]=4)[C:11]([C:20]4[CH:35]=[CH:34][C:23]([CH2:24][N:25]5[CH2:30][CH2:29][CH:28]([C:31](O)=[O:32])[CH2:27][CH2:26]5)=[CH:22][CH:21]=4)=[N:10][C:9]=3[N:4]2[N:3]=1.[CH:37]1[CH:38]=[CH:39][C:40]2N(O)N=[N:43][C:41]=2[CH:42]=1.C(Cl)CCl.C(N(C(C)C)CC)(C)C.NC1C=CC=CC=1. Product: [CH3:1][C:2]1[CH:36]=[C:5]2[N:6]=[CH:7][C:8]3[CH:13]=[C:12]([C:14]4[CH:15]=[CH:16][CH:17]=[CH:18][CH:19]=4)[C:11]([C:20]4[CH:35]=[CH:34][C:23]([CH2:24][N:25]5[CH2:26][CH2:27][CH:28]([C:31](=[O:32])[NH:43][C:41]6[CH:42]=[CH:37][CH:38]=[CH:39][CH:40]=6)[CH2:29][CH2:30]5)=[CH:22][CH:21]=4)=[N:10][C:9]=3[N:4]2[N:3]=1. The catalyst class is: 735. (3) Reactant: [CH3:1][C:2]([CH3:46])([CH3:45])[CH2:3][O:4][C:5](=[O:44])[N:6]=[C:7]([NH2:43])[C:8]1[CH:13]=[CH:12][C:11]([NH:14][CH:15]([C:29]2[N:33]=[C:32]([O:34][CH2:35]Cl)[N:31]([C:37]3[N:42]=[CH:41][CH:40]=[CH:39][N:38]=3)[N:30]=2)[C:16]2[CH:21]=[C:20]([O:22][CH3:23])[CH:19]=[C:18]([O:24][CH2:25][CH2:26][OH:27])[C:17]=2[F:28])=[CH:10][CH:9]=1.C(=O)([O-])O.[K+].[I-].[Na+].[CH:54]([O:57][C:58](=[O:65])[C:59]([CH3:64])([CH3:63])[C:60]([OH:62])=[O:61])([CH3:56])[CH3:55]. Product: [CH:54]([O:57][C:58](=[O:65])[C:59]([CH3:63])([CH3:64])[C:60]([O:62][CH2:35][O:34][C:32]1[N:31]([C:37]2[N:42]=[CH:41][CH:40]=[CH:39][N:38]=2)[N:30]=[C:29]([C@H:15]([NH:14][C:11]2[CH:12]=[CH:13][C:8]([C:7]([NH2:43])=[N:6][C:5]([O:4][CH2:3][C:2]([CH3:46])([CH3:45])[CH3:1])=[O:44])=[CH:9][CH:10]=2)[C:16]2[CH:21]=[C:20]([O:22][CH3:23])[CH:19]=[C:18]([O:24][CH2:25][CH2:26][OH:27])[C:17]=2[F:28])[N:33]=1)=[O:61])([CH3:56])[CH3:55]. The catalyst class is: 3. (4) Reactant: [CH3:1][S:2]([C:5]1[CH:10]=[C:9]([C@@H:11]([NH:15][C:16]([C:18]2[C:19]3[CH:26]=[N:25][N:24]([C:27]4[CH:32]=[CH:31][C:30]([F:33])=[CH:29][CH:28]=4)[C:20]=3[CH:21]=[N:22][CH:23]=2)=[O:17])[CH2:12][CH:13]=O)[CH:8]=[CH:7][N:6]=1)(=[O:4])=[O:3].[NH:34]1[CH2:39][CH2:38][O:37][CH2:36][CH2:35]1.C(O)(=O)C.C(O[BH-](OC(=O)C)OC(=O)C)(=O)C.[Na+]. Product: [CH3:1][S:2]([C:5]1[CH:10]=[C:9]([C@@H:11]([NH:15][C:16]([C:18]2[C:19]3[CH:26]=[N:25][N:24]([C:27]4[CH:28]=[CH:29][C:30]([F:33])=[CH:31][CH:32]=4)[C:20]=3[CH:21]=[N:22][CH:23]=2)=[O:17])[CH2:12][CH2:13][N:34]2[CH2:39][CH2:38][O:37][CH2:36][CH2:35]2)[CH:8]=[CH:7][N:6]=1)(=[O:4])=[O:3]. The catalyst class is: 68.